This data is from TCR-epitope binding with 47,182 pairs between 192 epitopes and 23,139 TCRs. The task is: Binary Classification. Given a T-cell receptor sequence (or CDR3 region) and an epitope sequence, predict whether binding occurs between them. (1) The epitope is GMFNMLSTVLGVS. The TCR CDR3 sequence is CASSLRPGLDSTDTQYF. Result: 0 (the TCR does not bind to the epitope). (2) The epitope is RPHERNGFTVL. The TCR CDR3 sequence is CASSLLASASYNEQFF. Result: 0 (the TCR does not bind to the epitope). (3) The epitope is YIFFASFYY. The TCR CDR3 sequence is CASSEVYPAFF. Result: 1 (the TCR binds to the epitope). (4) The epitope is TPRVTGGGAM. The TCR CDR3 sequence is CASSQLDSFPEPGELFF. Result: 0 (the TCR does not bind to the epitope).